This data is from Catalyst prediction with 721,799 reactions and 888 catalyst types from USPTO. The task is: Predict which catalyst facilitates the given reaction. Reactant: [O:1]1[C:5]2[CH:6]=[CH:7][CH:8]=[CH:9][C:4]=2[CH:3]=[C:2]1[C:10]1[CH:11]=[C:12]2[C:17](=[CH:18][CH:19]=1)[C:16]([Cl:20])=[C:15]([O:21][CH2:22][C:23]#[N:24])[CH:14]=[CH:13]2.[C:25](Cl)(=[O:30])[CH2:26][CH2:27][CH2:28][CH3:29].[Sn](Cl)(Cl)(Cl)Cl. Product: [Cl:20][C:16]1[C:17]2[C:12](=[CH:11][C:10]([C:2]3[O:1][C:5]4[CH:6]=[CH:7][CH:8]=[CH:9][C:4]=4[C:3]=3[C:25](=[O:30])[CH2:26][CH2:27][CH2:28][CH3:29])=[CH:19][CH:18]=2)[CH:13]=[CH:14][C:15]=1[O:21][CH2:22][C:23]#[N:24]. The catalyst class is: 2.